From a dataset of Full USPTO retrosynthesis dataset with 1.9M reactions from patents (1976-2016). Predict the reactants needed to synthesize the given product. Given the product [CH3:1][O:2][CH2:3][CH2:4][O:5][C:6](=[O:15])[NH:7][CH2:8][C@@H:9]1[CH2:14][CH2:13][CH2:12][N:11]([C:17]2[C:26]3[C:21](=[CH:22][C:23]([CH3:27])=[CH:24][CH:25]=3)[N:20]=[C:19]([C:28]3[C:29]([OH:35])=[CH:30][CH:31]=[CH:32][C:33]=3[F:34])[N:18]=2)[CH2:10]1, predict the reactants needed to synthesize it. The reactants are: [CH3:1][O:2][CH2:3][CH2:4][O:5][C:6](=[O:15])[NH:7][CH2:8][C@@H:9]1[CH2:14][CH2:13][CH2:12][NH:11][CH2:10]1.Cl[C:17]1[C:26]2[C:21](=[CH:22][C:23]([CH3:27])=[CH:24][CH:25]=2)[N:20]=[C:19]([C:28]2[C:33]([F:34])=[CH:32][CH:31]=[CH:30][C:29]=2[OH:35])[N:18]=1.C(N(CC)CC)C.